Dataset: Full USPTO retrosynthesis dataset with 1.9M reactions from patents (1976-2016). Task: Predict the reactants needed to synthesize the given product. Given the product [CH2:23]([N:12]1[CH:11]=[C:5]([C:6]([OH:8])=[O:7])[C:4](=[O:13])[N:20]([C:14]2[CH:19]=[CH:18][CH:17]=[CH:16][CH:15]=2)[C:21]1=[O:22])[CH3:24], predict the reactants needed to synthesize it. The reactants are: C(O[C:4](=[O:13])[C:5](=[CH:11][NH2:12])[C:6]([O:8]CC)=[O:7])C.[C:14]1([N:20]=[C:21]=[O:22])[CH:19]=[CH:18][CH:17]=[CH:16][CH:15]=1.[CH:23](N(CC)C(C)C)(C)[CH3:24].CC[O-].[Na+].C(O)C.